Dataset: Aqueous solubility values for 9,982 compounds from the AqSolDB database. Task: Regression/Classification. Given a drug SMILES string, predict its absorption, distribution, metabolism, or excretion properties. Task type varies by dataset: regression for continuous measurements (e.g., permeability, clearance, half-life) or binary classification for categorical outcomes (e.g., BBB penetration, CYP inhibition). For this dataset (solubility_aqsoldb), we predict Y. (1) The drug is CCCOP(=S)(OCCC)SCC(=O)N1CCCCC1C. The Y is -4.15 log mol/L. (2) The molecule is CC(=O)n1c(=O)[nH]cc(F)c1=O. The Y is -0.600 log mol/L. (3) The compound is CCOP(=S)(OCC)SCSCC. The Y is -3.72 log mol/L. (4) The molecule is CC(=O)C(N=Nc1ccc(S(=O)(=O)[O-])cc1[N+](=O)[O-])C(=O)Nc1ccccc1.CC(=O)C(N=Nc1ccc(S(=O)(=O)[O-])cc1[N+](=O)[O-])C(=O)Nc1ccccc1.[Ca+2]. The Y is -4.67 log mol/L. (5) The drug is CN1CCC23c4c5ccc(OCc6ccccc6)c4OC2CCCC3C1C5. The Y is -4.22 log mol/L. (6) The compound is COC(=O)OC(C)C(=O)OC. The Y is -0.600 log mol/L. (7) The molecule is CCc1cc(C)cc(CC)c1Nc1ccc(Nc2c(CC)cc(C)cc2CC)c2c1C(=O)c1ccccc1C2=O. The Y is -7.42 log mol/L.